Predict which catalyst facilitates the given reaction. From a dataset of Catalyst prediction with 721,799 reactions and 888 catalyst types from USPTO. (1) Reactant: [Br:1][C:2]1[C:11]2[C:6](=[CH:7][CH:8]=[CH:9][CH:10]=2)[C:5](C2C=CC=CC=2C=O)=[CH:4][CH:3]=1.[Cl-].COC[P+]([C:37]1[CH:42]=[CH:41][CH:40]=[CH:39][CH:38]=1)([C:37]1[CH:42]=[CH:41][CH:40]=[CH:39][CH:38]=1)[C:37]1[CH:42]=[CH:41][CH:40]=[CH:39][CH:38]=1.[O:43]1[CH2:47]C[CH2:45][CH2:44]1.C(O[K])(C)(C)C. Product: [Br:1][C:2]1[C:11]2[C:6](=[CH:7][CH:8]=[CH:9][CH:10]=2)[C:5]([C:37]2[CH:38]=[CH:39][CH:40]=[CH:41][C:42]=2[CH:45]=[CH:44][O:43][CH3:47])=[CH:4][CH:3]=1. The catalyst class is: 6. (2) Reactant: [F:1][C:2]1[CH:3]=[N:4][CH:5]=[CH:6][C:7]=1[Cl:8].C([N-:12][CH:13](C)C)(C)C.[Li+].CN(C=[O:21])C.Cl.NO.C(=O)([O-])[O-].[K+].[K+]. Product: [Cl:8][C:7]1[C:2]([F:1])=[CH:3][N:4]=[CH:5][C:6]=1[CH:13]=[N:12][OH:21]. The catalyst class is: 1. (3) Reactant: Br[C:2]1[CH:3]=[C:4]2[C:8](=[CH:9][CH:10]=1)[N:7](C1CCCCO1)[N:6]=[C:5]2[C:17]1[CH:22]=[CH:21][C:20]([F:23])=[CH:19][CH:18]=1.C(N(CC)CC)C.C1(C)C=CC=CC=1P(C1C=CC=CC=1C)C1C=CC=CC=1C.[C:53]1([C:59]#[CH:60])[CH:58]=[CH:57][CH:56]=[CH:55][CH:54]=1. Product: [F:23][C:20]1[CH:19]=[CH:18][C:17]([C:5]2[C:4]3[C:8](=[CH:9][CH:10]=[C:2]([C:60]#[C:59][C:53]4[CH:58]=[CH:57][CH:56]=[CH:55][CH:54]=4)[CH:3]=3)[NH:7][N:6]=2)=[CH:22][CH:21]=1. The catalyst class is: 10.